Predict hERG channel inhibition at various concentrations. From a dataset of hERG Central: cardiac toxicity at 1µM, 10µM, and general inhibition. (1) The drug is CCOC(=O)C1CCN(C(=O)c2ccc(OCC)c(OCC)c2)CC1. Results: hERG_inhib (hERG inhibition (general)): blocker. (2) The molecule is CCN(Cc1ccccc1)C(=O)CCS(=O)(=O)c1cc2c(cc1Cl)NC(=O)CO2. Results: hERG_inhib (hERG inhibition (general)): blocker. (3) The compound is CCOc1ccc(-n2c(C)cc(/C=C3/C(=N)N4C(=NC3=O)SN=C4S(C)(=O)=O)c2C)cc1. Results: hERG_inhib (hERG inhibition (general)): blocker. (4) The molecule is COc1ccc(CCNC(=O)c2cc3c(=O)n4ccccc4nc3n(Cc3ccco3)c2=N)cc1OC. Results: hERG_inhib (hERG inhibition (general)): blocker. (5) The molecule is CCOC(=O)N1CCN(S(=O)(=O)c2ccc(C(=O)N(CCCN(C)C)c3nc4ccc(OC)cc4s3)cc2)CC1.Cl. Results: hERG_inhib (hERG inhibition (general)): blocker. (6) The drug is CCOc1ccc(NC(=O)CN(C)C(=O)CC(NC(=O)c2ccccc2)c2ccccc2)cc1OCC. Results: hERG_inhib (hERG inhibition (general)): blocker. (7) The drug is COc1ccc(CN2CCC(CO)(Cc3ccccc3C(F)(F)F)CC2)c(F)c1. Results: hERG_inhib (hERG inhibition (general)): blocker.